From a dataset of Full USPTO retrosynthesis dataset with 1.9M reactions from patents (1976-2016). Predict the reactants needed to synthesize the given product. (1) Given the product [C:1]([O:5][C:6]([N:8]1[CH2:13][CH:12]=[C:11]([C:14]2[N:19]3[CH:20]=[N:21][N:22]=[C:18]3[C:17]([C:23]3[CH:28]=[CH:27][CH:26]=[C:25]([C:29]([F:32])([F:31])[F:30])[CH:24]=3)=[C:16]([C:33]3[CH:38]=[CH:37][N:36]=[C:35]([NH:48][C@H:41]([C:42]4[CH:47]=[CH:46][CH:45]=[CH:44][CH:43]=4)[CH3:40])[CH:34]=3)[N:15]=2)[CH2:10][CH2:9]1)=[O:7])([CH3:4])([CH3:3])[CH3:2], predict the reactants needed to synthesize it. The reactants are: [C:1]([O:5][C:6]([N:8]1[CH2:13][CH:12]=[C:11]([C:14]2[N:19]3[CH:20]=[N:21][N:22]=[C:18]3[C:17]([C:23]3[CH:28]=[CH:27][CH:26]=[C:25]([C:29]([F:32])([F:31])[F:30])[CH:24]=3)=[C:16]([C:33]3[CH:38]=[CH:37][N:36]=[C:35](Cl)[CH:34]=3)[N:15]=2)[CH2:10][CH2:9]1)=[O:7])([CH3:4])([CH3:3])[CH3:2].[CH3:40][C@H:41]([NH2:48])[C:42]1[CH:47]=[CH:46][CH:45]=[CH:44][CH:43]=1.C1C=CC(P(C2C(C3C(P(C4C=CC=CC=4)C4C=CC=CC=4)=CC=C4C=3C=CC=C4)=C3C(C=CC=C3)=CC=2)C2C=CC=CC=2)=CC=1.CC(C)([O-])C.[Na+]. (2) Given the product [F:49][C:50]1([F:54])[CH2:51][C@@:18]2([CH2:14][CH2:15][N:16]([CH3:19])[C:17]2=[O:56])[N:13]=[C:12]1[C:11]1[CH:35]=[C:34]([C:36]2[CH:37]=[CH:38][C:39]([C:42]([F:43])([F:44])[F:45])=[CH:40][CH:41]=2)[CH:33]=[CH:32][N:31]=1, predict the reactants needed to synthesize it. The reactants are: [B-](F)(F)(F)F.[B-](F)(F)(F)F.[CH2:11]1[N+:16]2([CH2:19]Cl)[CH2:17][CH2:18][N+:13](F)([CH2:14][CH2:15]2)[CH2:12]1.CN1CC[C@]2(N=C(C3[CH:35]=[C:34]([C:36]4[CH:41]=[CH:40][C:39]([C:42]([F:45])([F:44])[F:43])=[CH:38][CH:37]=4)[CH:33]=[CH:32][N:31]=3)CC2)C1=O.[F:49][C:50](F)([F:54])[C:51](O)=O.[OH-:56].[Na+]. (3) Given the product [NH2:11][C:12]1[C:13]2[C:20]([C:21]([C:23]3[CH:28]=[C:27]([NH:29][C:9]([NH:8][C:3]4[CH:4]=[CH:5][CH:6]=[CH:7][C:2]=4[F:1])=[O:10])[CH:26]=[CH:25][N:24]=3)=[O:22])=[CH:19][N:18]([CH:30]([CH3:32])[CH3:31])[C:14]=2[N:15]=[CH:16][N:17]=1, predict the reactants needed to synthesize it. The reactants are: [F:1][C:2]1[CH:7]=[CH:6][CH:5]=[CH:4][C:3]=1[N:8]=[C:9]=[O:10].[NH2:11][C:12]1[C:13]2[C:20]([C:21]([C:23]3[CH:28]=[C:27]([NH2:29])[CH:26]=[CH:25][N:24]=3)=[O:22])=[CH:19][N:18]([CH:30]([CH3:32])[CH3:31])[C:14]=2[N:15]=[CH:16][N:17]=1.NC1C2C(C(C3C=CN=C(NC(NC4C=CC=CC=4F)=O)C=3)=O)=CN(C(C)C)C=2N=CN=1. (4) Given the product [CH:18]1([C:17]2[O:16][N:15]=[C:14]3[C:23](=[O:25])[NH:9][C:10](=[O:11])[NH:12][C:13]=23)[CH2:19][CH2:20][CH2:21][CH2:22]1, predict the reactants needed to synthesize it. The reactants are: C([NH:9][C:10]([NH:12][C:13]1[C:14]([C:23]([O:25]CC)=O)=[N:15][O:16][C:17]=1[CH:18]1[CH2:22][CH2:21][CH2:20][CH2:19]1)=[O:11])(=O)C1C=CC=CC=1.C(=O)([O-])[O-].[K+].[K+]. (5) Given the product [C@@H:1]1([OH:11])[C:10]2[C:5](=[CH:6][CH:7]=[CH:8][CH:9]=2)[CH2:4][CH2:3][CH2:2]1, predict the reactants needed to synthesize it. The reactants are: [C:1]1(=[O:11])[C:10]2[C:5](=[CH:6][CH:7]=[CH:8][CH:9]=2)[CH2:4][CH2:3][CH2:2]1.CC([O-])(C)C.[K+]. (6) The reactants are: Br[C:2]1[CH:7]=[CH:6][CH:5]=[C:4]([Br:8])[N:3]=1.C1(C)C=CC=CC=1.[F:16][C:17]1[CH:18]=[C:19](B(O)O)[CH:20]=[N:21][CH:22]=1.C(=O)([O-])[O-].[Na+].[Na+]. Given the product [Br:8][C:4]1[N:3]=[C:2]([C:19]2[CH:20]=[N:21][CH:22]=[C:17]([F:16])[CH:18]=2)[CH:7]=[CH:6][CH:5]=1, predict the reactants needed to synthesize it. (7) The reactants are: C(OC(=O)[NH:7][CH:8]1[CH2:13][CH2:12][CH2:11][N:10]([C:14]2[CH:19]=[CH:18][C:17]([NH:20][C:21]3[C:30]4[C:25](=[CH:26][CH:27]=[C:28]([C:31]5[CH:36]=[C:35]([Cl:37])[C:34]([OH:38])=[C:33]([Cl:39])[CH:32]=5)[N:29]=4)[N:24]=[CH:23][C:22]=3[C:40](=[O:42])[CH3:41])=[CH:16][N:15]=2)[CH2:9]1)(C)(C)C.C(O)(C(F)(F)F)=O. Given the product [ClH:37].[ClH:37].[ClH:37].[NH2:7][CH:8]1[CH2:13][CH2:12][CH2:11][N:10]([C:14]2[N:15]=[CH:16][C:17]([NH:20][C:21]3[C:30]4[C:25](=[CH:26][CH:27]=[C:28]([C:31]5[CH:32]=[C:33]([Cl:39])[C:34]([OH:38])=[C:35]([Cl:37])[CH:36]=5)[N:29]=4)[N:24]=[CH:23][C:22]=3[C:40](=[O:42])[CH3:41])=[CH:18][CH:19]=2)[CH2:9]1, predict the reactants needed to synthesize it. (8) Given the product [ClH:14].[O:13]=[S:12]1[O:11][CH:8]([CH2:7][N:1]2[CH2:6][CH2:5][O:4][CH2:3][CH2:2]2)[CH2:9][O:10]1, predict the reactants needed to synthesize it. The reactants are: [N:1]1([CH2:7][CH:8]([OH:11])[CH2:9][OH:10])[CH2:6][CH2:5][O:4][CH2:3][CH2:2]1.[S:12](Cl)([Cl:14])=[O:13].